From a dataset of NCI-60 drug combinations with 297,098 pairs across 59 cell lines. Regression. Given two drug SMILES strings and cell line genomic features, predict the synergy score measuring deviation from expected non-interaction effect. (1) Drug 1: CC12CCC3C(C1CCC2=O)CC(=C)C4=CC(=O)C=CC34C. Drug 2: C1CN1P(=S)(N2CC2)N3CC3. Cell line: OVCAR-4. Synergy scores: CSS=25.1, Synergy_ZIP=2.06, Synergy_Bliss=4.12, Synergy_Loewe=3.70, Synergy_HSA=4.14. (2) Drug 1: C1=C(C(=O)NC(=O)N1)F. Drug 2: COC1=C2C(=CC3=C1OC=C3)C=CC(=O)O2. Cell line: T-47D. Synergy scores: CSS=32.4, Synergy_ZIP=-1.90, Synergy_Bliss=-4.47, Synergy_Loewe=-4.82, Synergy_HSA=-2.61. (3) Drug 1: CC(C1=C(C=CC(=C1Cl)F)Cl)OC2=C(N=CC(=C2)C3=CN(N=C3)C4CCNCC4)N. Drug 2: CC(C)NC(=O)C1=CC=C(C=C1)CNNC.Cl. Cell line: HOP-92. Synergy scores: CSS=12.8, Synergy_ZIP=-3.57, Synergy_Bliss=-1.84, Synergy_Loewe=-7.75, Synergy_HSA=-1.56. (4) Drug 1: CC(C)(C#N)C1=CC(=CC(=C1)CN2C=NC=N2)C(C)(C)C#N. Drug 2: C#CCC(CC1=CN=C2C(=N1)C(=NC(=N2)N)N)C3=CC=C(C=C3)C(=O)NC(CCC(=O)O)C(=O)O. Cell line: A549. Synergy scores: CSS=-2.70, Synergy_ZIP=-0.00704, Synergy_Bliss=-3.07, Synergy_Loewe=-2.96, Synergy_HSA=-4.07. (5) Drug 1: C1=CN(C=N1)CC(O)(P(=O)(O)O)P(=O)(O)O. Drug 2: CC1C(C(CC(O1)OC2CC(CC3=C2C(=C4C(=C3O)C(=O)C5=CC=CC=C5C4=O)O)(C(=O)C)O)N)O. Cell line: OVCAR-8. Synergy scores: CSS=40.2, Synergy_ZIP=2.56, Synergy_Bliss=3.00, Synergy_Loewe=-19.3, Synergy_HSA=3.28. (6) Drug 1: CS(=O)(=O)CCNCC1=CC=C(O1)C2=CC3=C(C=C2)N=CN=C3NC4=CC(=C(C=C4)OCC5=CC(=CC=C5)F)Cl. Drug 2: CNC(=O)C1=NC=CC(=C1)OC2=CC=C(C=C2)NC(=O)NC3=CC(=C(C=C3)Cl)C(F)(F)F. Cell line: MOLT-4. Synergy scores: CSS=-9.33, Synergy_ZIP=4.10, Synergy_Bliss=2.42, Synergy_Loewe=-3.29, Synergy_HSA=-5.00.